Dataset: Full USPTO retrosynthesis dataset with 1.9M reactions from patents (1976-2016). Task: Predict the reactants needed to synthesize the given product. Given the product [CH3:11][CH:12]([CH3:30])[CH2:13][CH2:14][NH:15][C:16]([C:18]1[N:19]=[N:20][C:21]([N:24]2[CH2:29][CH2:28][N:27]([C:8]([C:6]3[CH:5]=[CH:4][CH:3]=[C:2]([Cl:1])[N:7]=3)=[O:10])[CH2:26][CH2:25]2)=[CH:22][CH:23]=1)=[O:17], predict the reactants needed to synthesize it. The reactants are: [Cl:1][C:2]1[N:7]=[C:6]([C:8]([OH:10])=O)[CH:5]=[CH:4][CH:3]=1.[CH3:11][CH:12]([CH3:30])[CH2:13][CH2:14][NH:15][C:16]([C:18]1[N:19]=[N:20][C:21]([N:24]2[CH2:29][CH2:28][NH:27][CH2:26][CH2:25]2)=[CH:22][CH:23]=1)=[O:17].